Dataset: Catalyst prediction with 721,799 reactions and 888 catalyst types from USPTO. Task: Predict which catalyst facilitates the given reaction. (1) Reactant: Br[C:2]1[CH:3]=[N:4][CH:5]=[C:6]([C:8]2[CH:13]=[CH:12][CH:11]=[CH:10][CH:9]=2)[CH:7]=1.C([Mg]Cl)(C)C.[O:19]=[C:20]1[CH2:26][CH:25]2[CH2:27][CH:21]1[CH2:22][N:23]([C:28]([O:30][CH2:31][CH3:32])=[O:29])[CH2:24]2. Product: [OH:19][C:20]1([C:2]2[CH:3]=[N:4][CH:5]=[C:6]([C:8]3[CH:13]=[CH:12][CH:11]=[CH:10][CH:9]=3)[CH:7]=2)[CH2:26][CH:25]2[CH2:27][CH:21]1[CH2:22][N:23]([C:28]([O:30][CH2:31][CH3:32])=[O:29])[CH2:24]2. The catalyst class is: 1. (2) Reactant: [NH2:1][C:2]1[CH:7]=[CH:6][C:5]([C:8]([N:10]2[CH2:14][CH2:13][CH2:12][CH2:11]2)=O)=[CH:4][C:3]=1[O:15][CH2:16][CH3:17]. Product: [CH2:16]([O:15][C:3]1[CH:4]=[C:5]([CH2:8][N:10]2[CH2:14][CH2:13][CH2:12][CH2:11]2)[CH:6]=[CH:7][C:2]=1[NH2:1])[CH3:17]. The catalyst class is: 7.